This data is from Catalyst prediction with 721,799 reactions and 888 catalyst types from USPTO. The task is: Predict which catalyst facilitates the given reaction. (1) Reactant: [F:1][C:2]1[CH:3]=[C:4]([C:8]2[C:12]([C:13]([OH:15])=O)=[C:11]([CH3:16])[O:10][N:9]=2)[CH:5]=[CH:6][CH:7]=1.Cl.C(N=C=NCCCN(C)C)C.[F:29][C:30]1[CH:35]=[CH:34][C:33]([N:36]2[CH2:41][CH2:40][NH:39][CH2:38][CH2:37]2)=[CH:32][CH:31]=1. Product: [F:1][C:2]1[CH:3]=[C:4]([C:8]2[C:12]([C:13]([N:39]3[CH2:38][CH2:37][N:36]([C:33]4[CH:32]=[CH:31][C:30]([F:29])=[CH:35][CH:34]=4)[CH2:41][CH2:40]3)=[O:15])=[C:11]([CH3:16])[O:10][N:9]=2)[CH:5]=[CH:6][CH:7]=1. The catalyst class is: 4. (2) Reactant: C[N:2](C)[CH:3]=[CH:4][C:5]([C:7]1[C:12](=[O:13])[CH:11]=[CH:10][N:9]([C:14]2[CH:19]=[CH:18][N:17]=[CH:16][CH:15]=2)[N:8]=1)=O.[C:21]1([NH:27]N)[CH:26]=[CH:25][CH:24]=[CH:23][CH:22]=1. Product: [C:21]1([N:27]2[C:5]([C:7]3[C:12](=[O:13])[CH:11]=[CH:10][N:9]([C:14]4[CH:19]=[CH:18][N:17]=[CH:16][CH:15]=4)[N:8]=3)=[CH:4][CH:3]=[N:2]2)[CH:26]=[CH:25][CH:24]=[CH:23][CH:22]=1. The catalyst class is: 5.